This data is from Catalyst prediction with 721,799 reactions and 888 catalyst types from USPTO. The task is: Predict which catalyst facilitates the given reaction. (1) Reactant: [C:9](O[C:9]([O:11][C:12]([CH3:15])([CH3:14])[CH3:13])=[O:10])([O:11][C:12]([CH3:15])([CH3:14])[CH3:13])=[O:10].C(N(CC)CC)C.Cl.[NH2:24][C@@H:25]([CH2:30][C:31]1[CH:36]=[CH:35][CH:34]=[CH:33][CH:32]=1)[C:26](=[O:29])[CH2:27][Cl:28]. Product: [C:12]([O:11][C:9]([NH:24][C@@H:25]([CH2:30][C:31]1[CH:36]=[CH:35][CH:34]=[CH:33][CH:32]=1)[C:26](=[O:29])[CH2:27][Cl:28])=[O:10])([CH3:13])([CH3:14])[CH3:15]. The catalyst class is: 11. (2) Reactant: [C:1]([O:5][C:6]([N:8]1[CH:13]([CH2:14][OH:15])[CH2:12][CH:11]([N:16]([CH2:21][C:22]2[CH:27]=[C:26]([C:28]([F:31])([F:30])[F:29])[CH:25]=[C:24]([C:32]([F:35])([F:34])[F:33])[CH:23]=2)[C:17]([O:19][CH3:20])=[O:18])[CH2:10][CH:9]1[CH2:36][C:37]1[CH:42]=[CH:41][CH:40]=[CH:39][CH:38]=1)=[O:7])([CH3:4])([CH3:3])[CH3:2].I[CH3:44]. Product: [C:1]([O:5][C:6]([N:8]1[CH:13]([CH2:14][O:15][CH3:44])[CH2:12][CH:11]([N:16]([CH2:21][C:22]2[CH:23]=[C:24]([C:32]([F:35])([F:33])[F:34])[CH:25]=[C:26]([C:28]([F:29])([F:30])[F:31])[CH:27]=2)[C:17]([O:19][CH3:20])=[O:18])[CH2:10][CH:9]1[CH2:36][C:37]1[CH:38]=[CH:39][CH:40]=[CH:41][CH:42]=1)=[O:7])([CH3:4])([CH3:2])[CH3:3]. The catalyst class is: 3. (3) Reactant: [CH3:1][O:2][C:3]1[C:13]2[C:14]3[C:6]([CH2:7][CH:8]([O:15][Si](OC(C)(C)C)(C)C)[C:9]=3[CH:10]=[CH:11][CH:12]=2)=[CH:5][CH:4]=1.[F-].C([N+](CCCC)(CCCC)CCCC)CCC.[Cl-].[NH4+]. Product: [CH3:1][O:2][C:3]1[C:13]2[C:14]3[C:6]([CH2:7][CH:8]([OH:15])[C:9]=3[CH:10]=[CH:11][CH:12]=2)=[CH:5][CH:4]=1. The catalyst class is: 7. (4) Reactant: [Cl:1][C:2]1[CH:3]=[C:4]([CH2:9][CH2:10]/[CH:11]=[N:12]/[S@:13]([C:15]([CH3:18])([CH3:17])[CH3:16])=[O:14])[CH:5]=[CH:6][C:7]=1[Cl:8].[CH3:19][Mg]Br.C1COCC1. Product: [Cl:1][C:2]1[CH:3]=[C:4]([CH2:9][CH2:10][CH:11]([NH:12][S@:13]([C:15]([CH3:18])([CH3:17])[CH3:16])=[O:14])[CH3:19])[CH:5]=[CH:6][C:7]=1[Cl:8]. The catalyst class is: 390. (5) Reactant: [CH:1]1([CH2:6][C@@H:7]2[C@@H:15]([O:16][CH2:17][CH:18]3[CH2:20][CH2:19]3)[C@H:14]([CH3:21])[O:13][C:12](=[O:22])[C@@H:11]([NH:23][C:24](=[O:34])[C:25]3[C:30]([OH:31])=[C:29]([O:32][CH3:33])[CH:28]=[CH:27][N:26]=3)[CH2:10][CH2:9][CH2:8]2)[CH2:5][CH2:4][CH2:3][CH2:2]1.C([O-])([O-])=O.[K+].[K+].[C:41]([O:46][CH2:47]Cl)(=[O:45])[CH:42]([CH3:44])[CH3:43]. Product: [C:41]([O:46][CH2:47][O:31][C:30]1[C:25]([C:24](=[O:34])[NH:23][C@H:11]2[CH2:10][CH2:9][CH2:8][C@H:7]([CH2:6][CH:1]3[CH2:5][CH2:4][CH2:3][CH2:2]3)[C@@H:15]([O:16][CH2:17][CH:18]3[CH2:20][CH2:19]3)[C@H:14]([CH3:21])[O:13][C:12]2=[O:22])=[N:26][CH:27]=[CH:28][C:29]=1[O:32][CH3:33])(=[O:45])[CH:42]([CH3:44])[CH3:43]. The catalyst class is: 21. (6) Reactant: [Br:1][C:2]1[C:3](Cl)=[N:4][C:5]([Cl:8])=[N:6][CH:7]=1.[CH3:10][O:11][C:12]1[CH:18]=[CH:17][CH:16]=[CH:15][C:13]=1[NH2:14].C(N(C(C)C)CC)(C)C.O. Product: [Br:1][C:2]1[C:3]([NH:14][C:13]2[CH:15]=[CH:16][CH:17]=[CH:18][C:12]=2[O:11][CH3:10])=[N:4][C:5]([Cl:8])=[N:6][CH:7]=1. The catalyst class is: 51. (7) Reactant: [O:1]=[C:2]1[CH2:7][CH2:6][N:5]([C:8]2[CH:13]=[CH:12][C:11]([N:14]3[CH2:18][C@H:17]([CH2:19][NH:20][C:21](=[O:23])[CH3:22])[O:16][C:15]3=[O:24])=[CH:10][CH:9]=2)[CH2:4][CH2:3]1.[CH2:25](O)[CH2:26][OH:27].C1(C)C=CC(S(O)(=O)=O)=CC=1. Product: [O:27]1[C:2]2([CH2:7][CH2:6][N:5]([C:8]3[CH:9]=[CH:10][C:11]([N:14]4[CH2:18][C@H:17]([CH2:19][NH:20][C:21](=[O:23])[CH3:22])[O:16][C:15]4=[O:24])=[CH:12][CH:13]=3)[CH2:4][CH2:3]2)[O:1][CH2:25][CH2:26]1. The catalyst class is: 11.